This data is from Reaction yield outcomes from USPTO patents with 853,638 reactions. The task is: Predict the reaction yield, written as a fraction of the theoretical maximum amount of product (1.0 means a 100% yield; for example, 0.34 means a 34% yield). (1) The reactants are [O:1]1[CH2:6][CH2:5][CH2:4][CH2:3][CH:2]1[N:7]1[C:11]([C@H:12]2[CH2:16][CH2:15][CH2:14][C@@H:13]2[OH:17])=[CH:10][CH:9]=[N:8]1.[H-].[Na+].[CH2:20](Br)[C:21]1[CH:26]=[CH:25][CH:24]=[CH:23][CH:22]=1.O. The catalyst is CN(C=O)C. The product is [CH2:20]([O:17][C@H:13]1[CH2:14][CH2:15][CH2:16][C@@H:12]1[C:11]1[N:7]([CH:2]2[CH2:3][CH2:4][CH2:5][CH2:6][O:1]2)[N:8]=[CH:9][CH:10]=1)[C:21]1[CH:26]=[CH:25][CH:24]=[CH:23][CH:22]=1. The yield is 0.570. (2) The reactants are [CH2:1](OCC)C.C[Li].O1CCCC1.[CH3:13][O:14][C:15]1[CH:20]=[CH:19][C:18]([N:21]2[CH2:26][CH2:25][N:24]([C:27]3[C:28]([CH3:41])=[C:29]([CH3:40])[C:30]4[O:34][C:33]([CH3:36])([CH3:35])[C:32](=[O:37])[C:31]=4[C:38]=3[CH3:39])[CH2:23][CH2:22]2)=[CH:17][CH:16]=1. The product is [CH3:13][O:14][C:15]1[CH:16]=[CH:17][C:18]([N:21]2[CH2:22][CH2:23][N:24]([C:27]3[C:28]([CH3:41])=[C:29]([CH3:40])[C:30]4[O:34][C:33]([CH3:36])([CH3:35])[C:32]([CH3:1])([OH:37])[C:31]=4[C:38]=3[CH3:39])[CH2:25][CH2:26]2)=[CH:19][CH:20]=1. The yield is 0.960. The catalyst is C(OCC)(=O)C.O.